Dataset: Catalyst prediction with 721,799 reactions and 888 catalyst types from USPTO. Task: Predict which catalyst facilitates the given reaction. (1) Reactant: [C:1]([O:7][CH3:8])(=[O:6])[C:2]([O:4]C)=O.[CH3:9][O-].[Na+].[Cl:12][C:13]1[CH:14]=[CH:15][C:16]([C:19](=[O:21])[CH3:20])=[N:17][CH:18]=1.O. The catalyst class is: 8. Product: [CH2:8]([O:7][C:1](=[O:6])[C:2](=[O:4])[CH2:20][C:19]([C:16]1[CH:15]=[CH:14][C:13]([Cl:12])=[CH:18][N:17]=1)=[O:21])[CH3:9]. (2) Reactant: C[O:2][C:3](=O)[C:4]1[CH:9]=[C:8]([O:10][CH2:11][C:12]2[CH:17]=[CH:16][CH:15]=[CH:14][CH:13]=2)[C:7]([O:18][CH2:19][C:20]2[CH:25]=[CH:24][CH:23]=[CH:22][CH:21]=2)=[C:6]([O:26][CH2:27][C:28]2[CH:33]=[CH:32][CH:31]=[CH:30][CH:29]=2)[CH:5]=1.[Li].C(Cl)Cl. Product: [CH2:27]([O:26][C:6]1[CH:5]=[C:4]([CH:9]=[C:8]([O:10][CH2:11][C:12]2[CH:17]=[CH:16][CH:15]=[CH:14][CH:13]=2)[C:7]=1[O:18][CH2:19][C:20]1[CH:21]=[CH:22][CH:23]=[CH:24][CH:25]=1)[CH2:3][OH:2])[C:28]1[CH:29]=[CH:30][CH:31]=[CH:32][CH:33]=1. The catalyst class is: 1. (3) Reactant: [Cl:1][C:2]1[N:7]=[CH:6][C:5]2[C:8](I)=[N:9][N:10]([CH:11]([CH3:16])[C:12]([F:15])([F:14])[F:13])[C:4]=2[CH:3]=1.Cl.[NH:19]1[CH2:23][CH2:22][C@@H:21]([OH:24])[CH2:20]1.N1CCC[C@H]1C(O)=O.C(=O)([O-])[O-].[K+].[K+]. Product: [Cl:1][C:2]1[N:7]=[CH:6][C:5]2[C:8]([N:19]3[CH2:23][CH2:22][C@@H:21]([OH:24])[CH2:20]3)=[N:9][N:10]([C@@H:11]([CH3:16])[C:12]([F:15])([F:14])[F:13])[C:4]=2[CH:3]=1. The catalyst class is: 156. (4) Reactant: [C:1]([N:5]1[C:26](=[O:27])[N:8]2[CH:9]=[C:10]([C:17]3[CH:18]=[C:19]([CH:23]=[CH:24][CH:25]=3)[C:20]([OH:22])=O)[N:11]=[C:12]([NH:13][CH:14]([CH3:16])[CH3:15])[C:7]2=[N:6]1)([CH3:4])([CH3:3])[CH3:2].[CH2:28]([NH2:36])[CH2:29][C:30]1[CH:35]=[CH:34][CH:33]=[CH:32][CH:31]=1.C(N(CC)CC)C.CCCP1(OP(CCC)(=O)OP(CCC)(=O)O1)=O. Product: [C:1]([N:5]1[C:26](=[O:27])[N:8]2[CH:9]=[C:10]([C:17]3[CH:18]=[C:19]([CH:23]=[CH:24][CH:25]=3)[C:20]([NH:36][CH2:28][CH2:29][C:30]3[CH:35]=[CH:34][CH:33]=[CH:32][CH:31]=3)=[O:22])[N:11]=[C:12]([NH:13][CH:14]([CH3:16])[CH3:15])[C:7]2=[N:6]1)([CH3:4])([CH3:3])[CH3:2]. The catalyst class is: 25.